From a dataset of Full USPTO retrosynthesis dataset with 1.9M reactions from patents (1976-2016). Predict the reactants needed to synthesize the given product. (1) Given the product [ClH:28].[NH2:7][C@@H:8]1[CH2:10][C@H:9]1[C:11]1[S:12][CH:13]=[C:14]([C:16]([NH:17][CH:18]2[CH2:19][CH2:20][C:21]([F:25])([F:24])[CH2:22][CH2:23]2)=[O:26])[CH:15]=1, predict the reactants needed to synthesize it. The reactants are: C(OC(=O)[NH:7][C@@H:8]1[CH2:10][C@H:9]1[C:11]1[S:12][CH:13]=[C:14]([C:16](=[O:26])[NH:17][CH:18]2[CH2:23][CH2:22][C:21]([F:25])([F:24])[CH2:20][CH2:19]2)[CH:15]=1)(C)(C)C.[ClH:28].C(OCC)(=O)C. (2) Given the product [Cl:27][CH2:26][CH2:25][CH2:24][CH2:23][N:12]1[CH:13]=[C:8]([C:4]2[O:3][C:2]([CH3:1])=[N:6][C:5]=2[CH3:7])[C:9](=[O:15])[NH:10][C:11]1=[O:14], predict the reactants needed to synthesize it. The reactants are: [CH3:1][C:2]1[O:3][C:4]([C:8]2[C:9](=[O:15])[NH:10][C:11](=[O:14])[NH:12][CH:13]=2)=[C:5]([CH3:7])[N:6]=1.C([O-])([O-])=O.[K+].[K+].Br[CH2:23][CH2:24][CH2:25][CH2:26][Cl:27].O. (3) The reactants are: [Cl:1][C:2]1[C:7]([NH:8][S:9]([CH2:12][Cl:13])(=[O:11])=[O:10])=[CH:6][C:5]([NH:14][C:15]([N:17]2[CH2:21][C@H:20]([OH:22])[CH2:19][C@@H:18]2[C:23](O)=[O:24])=[O:16])=[C:4]([F:26])[CH:3]=1.S(=O)(=O)(O)O. Given the product [Cl:13][CH2:12][S:9]([NH:8][C:7]1[CH:6]=[C:5]([N:14]2[C:23](=[O:24])[C@H:18]3[CH2:19][C@@H:20]([OH:22])[CH2:21][N:17]3[C:15]2=[O:16])[C:4]([F:26])=[CH:3][C:2]=1[Cl:1])(=[O:11])=[O:10], predict the reactants needed to synthesize it. (4) The reactants are: [C:1]([N:9]1[C:15]2[CH:16]=[CH:17][CH:18]=[CH:19][C:14]=2[CH2:13][N:12]([S:20]([C:23]2[CH:28]=[CH:27][C:26]([O:29][CH2:30][CH:31]=[C:32]=[CH2:33])=[CH:25][CH:24]=2)(=[O:22])=[O:21])[CH:11]([C:34]([OH:36])=O)[CH2:10]1)(=[O:8])[C:2]1[CH:7]=[CH:6][CH:5]=[CH:4][CH:3]=1.[OH:37][N:38]1C2C=CC=CC=2N=N1.Cl.CN(C)CCCN=C=NCC.NO. Given the product [OH:37][NH:38][C:34]([CH:11]1[CH2:10][N:9]([C:1](=[O:8])[C:2]2[CH:3]=[CH:4][CH:5]=[CH:6][CH:7]=2)[C:15]2[CH:16]=[CH:17][CH:18]=[CH:19][C:14]=2[CH2:13][N:12]1[S:20]([C:23]1[CH:24]=[CH:25][C:26]([O:29][CH2:30][CH:31]=[C:32]=[CH2:33])=[CH:27][CH:28]=1)(=[O:22])=[O:21])=[O:36], predict the reactants needed to synthesize it. (5) Given the product [CH3:1][C@H:2]1[C@:19]([OH:24])([C:20]([CH2:22][OH:23])=[O:21])[C@:18]2([CH3:25])[C@H:4]([C@H:5]3[C@:15]([F:27])([C@@H:16]([OH:26])[CH2:17]2)[C@:14]2([CH3:28])[C:8](=[CH:9][C:10]([CH:12]=[CH:13]2)=[O:11])[CH2:7][CH2:6]3)[CH2:3]1.[S:30]([O-:32])(=[O:11])(=[O:31])[CH3:29], predict the reactants needed to synthesize it. The reactants are: [CH3:1][C@H:2]1[C@:19]([OH:24])([C:20]([CH2:22][OH:23])=[O:21])[C@:18]2([CH3:25])[C@H:4]([C@H:5]3[C@:15]([F:27])([C@@H:16]([OH:26])[CH2:17]2)[C@:14]2([CH3:28])[C:8](=[CH:9][C:10]([CH:12]=[CH:13]2)=[O:11])[CH2:7][CH2:6]3)[CH2:3]1.[CH3:29][S:30](Cl)(=[O:32])=[O:31].Cl.